This data is from Full USPTO retrosynthesis dataset with 1.9M reactions from patents (1976-2016). The task is: Predict the reactants needed to synthesize the given product. (1) Given the product [F:24][C:22]1[C:21]([F:25])=[CH:20][C:16]([C:17]([OH:19])=[O:18])=[C:15]([NH:7][C:5]2[N:4]([C:8]3[CH:13]=[CH:12][N:11]=[CH:10][CH:9]=3)[N:3]=[C:2]([CH3:1])[CH:6]=2)[CH:23]=1, predict the reactants needed to synthesize it. The reactants are: [CH3:1][C:2]1[CH:6]=[C:5]([NH2:7])[N:4]([C:8]2[CH:13]=[CH:12][N:11]=[CH:10][CH:9]=2)[N:3]=1.Cl[C:15]1[CH:23]=[C:22]([F:24])[C:21]([F:25])=[CH:20][C:16]=1[C:17]([OH:19])=[O:18].C(=O)([O-])[O-].[K+].[K+].Cl. (2) Given the product [CH:26]([C:23]1[CH:22]=[CH:21][C:20](/[CH:19]=[CH:18]/[CH2:17][O:1][C:2]2[CH:7]=[C:6]([CH3:8])[C:5]([NH:9][CH:10]=[O:11])=[C:4]([CH3:12])[C:3]=2[CH3:13])=[CH:25][CH:24]=1)([CH3:28])[CH3:27], predict the reactants needed to synthesize it. The reactants are: [OH:1][C:2]1[CH:7]=[C:6]([CH3:8])[C:5]([NH:9][CH:10]=[O:11])=[C:4]([CH3:12])[C:3]=1[CH3:13].[H-].[Na+].Br[CH2:17]/[CH:18]=[CH:19]/[C:20]1[CH:25]=[CH:24][C:23]([CH:26]([CH3:28])[CH3:27])=[CH:22][CH:21]=1.O.